Predict the product of the given reaction. From a dataset of Forward reaction prediction with 1.9M reactions from USPTO patents (1976-2016). (1) Given the reactants [H-].C([Al+]CC(C)C)C(C)C.C[O:12][C:13]([C:15]1[N:16]=[C:17]([CH2:61][CH2:62][CH3:63])[N:18]([CH2:24][C:25]2[CH:30]=[CH:29][C:28]([C:31]3[CH:36]=[CH:35][CH:34]=[CH:33][C:32]=3[C:37]3[N:41]([C:42]([C:55]4[CH:60]=[CH:59][CH:58]=[CH:57][CH:56]=4)([C:49]4[CH:54]=[CH:53][CH:52]=[CH:51][CH:50]=4)[C:43]4[CH:48]=[CH:47][CH:46]=[CH:45][CH:44]=4)[N:40]=[N:39][N:38]=3)=[CH:27][CH:26]=2)[C:19]=1[C:20]([O:22][CH3:23])=[O:21])=O.C(OCC)(=O)C.O, predict the reaction product. The product is: [CH3:23][O:22][C:20]([C:19]1[N:18]([CH2:24][C:25]2[CH:26]=[CH:27][C:28]([C:31]3[CH:36]=[CH:35][CH:34]=[CH:33][C:32]=3[C:37]3[N:41]([C:42]([C:55]4[CH:60]=[CH:59][CH:58]=[CH:57][CH:56]=4)([C:49]4[CH:50]=[CH:51][CH:52]=[CH:53][CH:54]=4)[C:43]4[CH:48]=[CH:47][CH:46]=[CH:45][CH:44]=4)[N:40]=[N:39][N:38]=3)=[CH:29][CH:30]=2)[C:17]([CH2:61][CH2:62][CH3:63])=[N:16][C:15]=1[CH2:13][OH:12])=[O:21]. (2) The product is: [Br:1][C:2]1[C:3]([CH3:19])=[C:4]([N:13]([CH:14]2[CH2:18][CH2:17][CH2:16][CH2:15]2)[CH3:20])[C:5]([CH3:12])=[C:6]([CH:11]=1)[C:7]([O:9][CH3:10])=[O:8]. Given the reactants [Br:1][C:2]1[C:3]([CH3:19])=[C:4]([NH:13][CH:14]2[CH2:18][CH2:17][CH2:16][CH2:15]2)[C:5]([CH3:12])=[C:6]([CH:11]=1)[C:7]([O:9][CH3:10])=[O:8].[C:20](=O)([O-])[O-].[Cs+].[Cs+].C(I)C, predict the reaction product. (3) Given the reactants [C:16]1([CH3:21])[CH:17]=[CH:18][CH:19]=[CH:20][C:15]=1P([C:15]1[CH:20]=[CH:19][CH:18]=[CH:17][C:16]=1[CH3:21])[C:15]1[CH:20]=[CH:19][CH:18]=[CH:17][C:16]=1[CH3:21].C(N(CC)CC)C.IC1C=CC=CC=1.[CH2:37]([N:44]1[CH2:49][CH2:48][N:47]([CH2:50][C:51]2[CH:56]=[CH:55][CH:54]=[CH:53][CH:52]=2)[CH2:46][CH:45]1[CH:57]=C)[C:38]1[CH:43]=[CH:42][CH:41]=[CH:40][CH:39]=1, predict the reaction product. The product is: [CH2:37]([N:44]1[CH2:49][CH2:48][N:47]([CH2:50][C:51]2[CH:56]=[CH:55][CH:54]=[CH:53][CH:52]=2)[CH2:46][CH:45]1[CH:57]=[CH:21][C:16]1[CH:15]=[CH:20][CH:19]=[CH:18][CH:17]=1)[C:38]1[CH:39]=[CH:40][CH:41]=[CH:42][CH:43]=1.